Dataset: Forward reaction prediction with 1.9M reactions from USPTO patents (1976-2016). Task: Predict the product of the given reaction. Given the reactants [CH2:1]([C:3]1[CH:12]=[C:11]2[C:6]([C:7](=[O:19])[N:8]([NH:14][S:15]([CH3:18])(=[O:17])=[O:16])[C:9](=[O:13])[NH:10]2)=[CH:5][C:4]=1[C:20]1[N:21]([CH3:25])[N:22]=[CH:23][CH:24]=1)[CH3:2].[C:26](Cl)(=[O:32])[CH2:27][CH2:28][CH2:29][CH2:30][CH3:31], predict the reaction product. The product is: [CH2:1]([C:3]1[CH:12]=[C:11]2[C:6]([C:7](=[O:19])[N:8]([N:14]([C:26](=[O:32])[CH2:27][CH2:28][CH2:29][CH2:30][CH3:31])[S:15]([CH3:18])(=[O:16])=[O:17])[C:9](=[O:13])[NH:10]2)=[CH:5][C:4]=1[C:20]1[N:21]([CH3:25])[N:22]=[CH:23][CH:24]=1)[CH3:2].